Dataset: Forward reaction prediction with 1.9M reactions from USPTO patents (1976-2016). Task: Predict the product of the given reaction. (1) Given the reactants [C:1]([C:4]1[C:22](=[O:23])[C@@:8]2([CH3:24])[C:9]3[C:15]([OH:16])=[CH:14][C:13]([O:17][CH3:18])=[C:12]([C:19]([NH2:21])=[O:20])[C:10]=3[O:11][C:7]2=[CH:6][C:5]=1[OH:25])(=[O:3])[CH3:2].[CH2:26]([C:28]1[CH:37]=[CH:36][C:35]2[C:30](=[CH:31][C:32]([F:39])=[CH:33][C:34]=2[F:38])[C:29]=1[CH:40]=O)[CH3:27].C([SiH](CC)CC)C.FC(F)(F)C(O)=O, predict the reaction product. The product is: [C:1]([C:4]1[C:22](=[O:23])[C@@:8]2([CH3:24])[C:9]3[C:15]([OH:16])=[CH:14][C:13]([O:17][CH3:18])=[C:12]([C:19]([NH:21][CH2:40][C:29]4[C:30]5[C:35](=[C:34]([F:38])[CH:33]=[C:32]([F:39])[CH:31]=5)[CH:36]=[CH:37][C:28]=4[CH2:26][CH3:27])=[O:20])[C:10]=3[O:11][C:7]2=[CH:6][C:5]=1[OH:25])(=[O:3])[CH3:2]. (2) Given the reactants Cl[C:2]1[CH:7]=[CH:6][N:5]=[C:4]2[CH:8]=[C:9]([C:11]3[S:12][CH:13]=[C:14]([C:16]([OH:19])([CH3:18])[CH3:17])[N:15]=3)[S:10][C:3]=12.[CH3:20][NH:21][C:22]([C:24]1[C:32]2[C:27](=[CH:28][C:29]([OH:33])=[CH:30][CH:31]=2)[N:26]([CH3:34])[C:25]=1[CH3:35])=[O:23].C([O-])([O-])=O.[Cs+].[Cs+], predict the reaction product. The product is: [CH3:20][NH:21][C:22]([C:24]1[C:32]2[C:27](=[CH:28][C:29]([O:33][C:2]3[CH:7]=[CH:6][N:5]=[C:4]4[CH:8]=[C:9]([C:11]5[S:12][CH:13]=[C:14]([C:16]([OH:19])([CH3:18])[CH3:17])[N:15]=5)[S:10][C:3]=34)=[CH:30][CH:31]=2)[N:26]([CH3:34])[C:25]=1[CH3:35])=[O:23]. (3) Given the reactants [Cl:1][C:2]1[CH:7]=[C:6]([Cl:8])[CH:5]=[CH:4][C:3]=1[C:9](=[O:11])[CH3:10].B(Cl)([C@@H]1[C@@H](C)[C@H]2C(C)(C)[C@H](C2)C1)[C@@H]1[C@@H](C)[C@H]2C(C)(C)[C@H](C2)C1.N(CCO)CCO, predict the reaction product. The product is: [Cl:1][C:2]1[CH:7]=[C:6]([Cl:8])[CH:5]=[CH:4][C:3]=1[C@H:9]([OH:11])[CH3:10]. (4) Given the reactants Cl[C:2]1[C:7]2[CH2:8][N:9]([CH:12]([C:14]3[CH:15]=[N:16][C:17]([O:21][CH2:22][C:23]([F:26])([F:25])[CH3:24])=[C:18]([Cl:20])[CH:19]=3)[CH3:13])[C:10](=[O:11])[C:6]=2[CH:5]=[CH:4][N:3]=1.[CH:27]([O:29][C:30]1[CH:35]=[CH:34][CH:33]=[CH:32][CH:31]=1)=[O:28], predict the reaction product. The product is: [Cl:20][C:18]1[CH:19]=[C:14]([CH:12]([N:9]2[C:10](=[O:11])[C:6]3[CH:5]=[CH:4][N:3]=[C:2]([C:27]([O:29][C:30]4[CH:35]=[CH:34][CH:33]=[CH:32][CH:31]=4)=[O:28])[C:7]=3[CH2:8]2)[CH3:13])[CH:15]=[N:16][C:17]=1[O:21][CH2:22][C:23]([F:26])([F:25])[CH3:24]. (5) The product is: [CH3:25][C:17]1([CH3:26])[O:16][C:15](=[O:27])[N:14]([C:11]2[CH:12]=[CH:13][C:8]([C:7]3[CH:6]=[C:5]([C:38]4[N:43]=[C:42]([C:44]#[N:45])[CH:41]=[CH:40][N:39]=4)[CH:4]=[N:3][C:2]=3[F:1])=[CH:9][CH:10]=2)[C@H:18]1[C:19]1[CH:20]=[CH:21][CH:22]=[CH:23][CH:24]=1. Given the reactants [F:1][C:2]1[C:7]([C:8]2[CH:13]=[CH:12][C:11]([N:14]3[C@@H:18]([C:19]4[CH:24]=[CH:23][CH:22]=[CH:21][CH:20]=4)[C:17]([CH3:26])([CH3:25])[O:16][C:15]3=[O:27])=[CH:10][CH:9]=2)=[CH:6][C:5](B2OC(C)(C)C(C)(C)O2)=[CH:4][N:3]=1.Cl[C:38]1[N:43]=[C:42]([C:44]#[N:45])[CH:41]=[CH:40][N:39]=1.C(=O)([O-])[O-].[Na+].[Na+].O1CCOCC1, predict the reaction product.